This data is from Peptide-MHC class I binding affinity with 185,985 pairs from IEDB/IMGT. The task is: Regression. Given a peptide amino acid sequence and an MHC pseudo amino acid sequence, predict their binding affinity value. This is MHC class I binding data. (1) The peptide sequence is NQATTKTTFK. The MHC is HLA-A68:01 with pseudo-sequence HLA-A68:01. The binding affinity (normalized) is 0.424. (2) The peptide sequence is LEACYKRSV. The MHC is HLA-A02:12 with pseudo-sequence HLA-A02:12. The binding affinity (normalized) is 0.0847.